Dataset: NCI-60 drug combinations with 297,098 pairs across 59 cell lines. Task: Regression. Given two drug SMILES strings and cell line genomic features, predict the synergy score measuring deviation from expected non-interaction effect. (1) Drug 1: COC1=C(C=C2C(=C1)N=CN=C2NC3=CC(=C(C=C3)F)Cl)OCCCN4CCOCC4. Drug 2: C1=NNC2=C1C(=O)NC=N2. Cell line: OVCAR-5. Synergy scores: CSS=53.0, Synergy_ZIP=2.67, Synergy_Bliss=4.51, Synergy_Loewe=-48.5, Synergy_HSA=3.60. (2) Drug 1: CCC1=CC2CC(C3=C(CN(C2)C1)C4=CC=CC=C4N3)(C5=C(C=C6C(=C5)C78CCN9C7C(C=CC9)(C(C(C8N6C)(C(=O)OC)O)OC(=O)C)CC)OC)C(=O)OC.C(C(C(=O)O)O)(C(=O)O)O. Drug 2: CC1=C(C(=O)C2=C(C1=O)N3CC4C(C3(C2COC(=O)N)OC)N4)N. Cell line: HT29. Synergy scores: CSS=76.9, Synergy_ZIP=1.17, Synergy_Bliss=-0.651, Synergy_Loewe=-1.04, Synergy_HSA=1.61. (3) Drug 1: CS(=O)(=O)CCNCC1=CC=C(O1)C2=CC3=C(C=C2)N=CN=C3NC4=CC(=C(C=C4)OCC5=CC(=CC=C5)F)Cl. Drug 2: CC1C(C(CC(O1)OC2CC(CC3=C2C(=C4C(=C3O)C(=O)C5=CC=CC=C5C4=O)O)(C(=O)C)O)N)O. Cell line: KM12. Synergy scores: CSS=36.0, Synergy_ZIP=2.57, Synergy_Bliss=2.80, Synergy_Loewe=-32.0, Synergy_HSA=1.73. (4) Drug 1: CS(=O)(=O)OCCCCOS(=O)(=O)C. Drug 2: CN(C(=O)NC(C=O)C(C(C(CO)O)O)O)N=O. Cell line: HT29. Synergy scores: CSS=6.50, Synergy_ZIP=-0.749, Synergy_Bliss=-1.56, Synergy_Loewe=4.17, Synergy_HSA=-1.12. (5) Drug 1: C1=NC2=C(N=C(N=C2N1C3C(C(C(O3)CO)O)O)F)N. Drug 2: CN(C(=O)NC(C=O)C(C(C(CO)O)O)O)N=O. Cell line: MCF7. Synergy scores: CSS=-0.854, Synergy_ZIP=-0.309, Synergy_Bliss=-1.50, Synergy_Loewe=-3.61, Synergy_HSA=-2.55. (6) Drug 1: C1CCN(CC1)CCOC2=CC=C(C=C2)C(=O)C3=C(SC4=C3C=CC(=C4)O)C5=CC=C(C=C5)O. Drug 2: CC1=C(N=C(N=C1N)C(CC(=O)N)NCC(C(=O)N)N)C(=O)NC(C(C2=CN=CN2)OC3C(C(C(C(O3)CO)O)O)OC4C(C(C(C(O4)CO)O)OC(=O)N)O)C(=O)NC(C)C(C(C)C(=O)NC(C(C)O)C(=O)NCCC5=NC(=CS5)C6=NC(=CS6)C(=O)NCCC[S+](C)C)O. Cell line: SF-268. Synergy scores: CSS=4.76, Synergy_ZIP=1.68, Synergy_Bliss=4.68, Synergy_Loewe=-4.15, Synergy_HSA=-3.21. (7) Drug 1: COC1=C(C=C2C(=C1)N=CN=C2NC3=CC(=C(C=C3)F)Cl)OCCCN4CCOCC4. Drug 2: COC1=CC(=CC(=C1O)OC)C2C3C(COC3=O)C(C4=CC5=C(C=C24)OCO5)OC6C(C(C7C(O6)COC(O7)C8=CC=CS8)O)O. Cell line: NCI-H322M. Synergy scores: CSS=49.8, Synergy_ZIP=4.04, Synergy_Bliss=3.81, Synergy_Loewe=-0.738, Synergy_HSA=5.63.